Dataset: Reaction yield outcomes from USPTO patents with 853,638 reactions. Task: Predict the reaction yield, written as a fraction of the theoretical maximum amount of product (1.0 means a 100% yield; for example, 0.34 means a 34% yield). (1) The reactants are [Si]([O:8][CH:9]1[CH2:14][CH2:13][CH:12]([C:15]2[N:16]=[N:17][N:18]3[C:23]=2[C:22]2[CH:24]=[CH:25][NH:26][C:21]=2[N:20]=[CH:19]3)[CH2:11][CH2:10]1)(C(C)(C)C)(C)C.C1(C)C=CC(S([O-])(=O)=O)=CC=1.[NH+]1C=CC=CC=1. The catalyst is ClCCl.CO. The product is [C:15]1([CH:12]2[CH2:11][CH2:10][CH:9]([OH:8])[CH2:14][CH2:13]2)[N:16]=[N:17][N:18]2[C:23]=1[C:22]1[CH:24]=[CH:25][NH:26][C:21]=1[N:20]=[CH:19]2. The yield is 0.750. (2) The reactants are [F:1][C:2]([F:22])([F:21])[C:3](=[O:20])[CH2:4][C:5]([C:7]1[CH:12]=[CH:11][C:10]([C:13]2[N:14]=[CH:15][S:16][CH:17]=2)=[C:9]([O:18]C)[CH:8]=1)=[O:6].C[S-].[Na+].O. The catalyst is CN(C=O)C. The product is [F:22][C:2]([F:1])([F:21])[C:3](=[O:20])[CH2:4][C:5]([C:7]1[CH:12]=[CH:11][C:10]([C:13]2[N:14]=[CH:15][S:16][CH:17]=2)=[C:9]([OH:18])[CH:8]=1)=[O:6]. The yield is 0.990. (3) The reactants are [NH2:1][C:2]1[CH:3]=[C:4]([N:8]2[C:17]3[C:12](=[CH:13][CH:14]=[CH:15][N:16]=3)[CH:11]=[C:10]([CH2:18][CH2:19][CH2:20][C:21]3[CH:26]=[CH:25][N:24]=[CH:23][CH:22]=3)[C:9]2=[O:27])[CH:5]=[CH:6][CH:7]=1.N1C=CC=CC=1.[C:34](OC(=O)C)(=[O:36])[CH3:35]. No catalyst specified. The product is [C:34]([NH:1][C:2]1[CH:3]=[C:4]([N:8]2[C:17]3[C:12](=[CH:13][CH:14]=[CH:15][N:16]=3)[CH:11]=[C:10]([CH2:18][CH2:19][CH2:20][C:21]3[CH:22]=[CH:23][N:24]=[CH:25][CH:26]=3)[C:9]2=[O:27])[CH:5]=[CH:6][CH:7]=1)(=[O:36])[CH3:35]. The yield is 0.820.